This data is from NCI-60 drug combinations with 297,098 pairs across 59 cell lines. The task is: Regression. Given two drug SMILES strings and cell line genomic features, predict the synergy score measuring deviation from expected non-interaction effect. (1) Drug 1: CC1=C(C=C(C=C1)C(=O)NC2=CC(=CC(=C2)C(F)(F)F)N3C=C(N=C3)C)NC4=NC=CC(=N4)C5=CN=CC=C5. Drug 2: C1=CC=C(C=C1)NC(=O)CCCCCCC(=O)NO. Cell line: NCI-H460. Synergy scores: CSS=4.44, Synergy_ZIP=-0.533, Synergy_Bliss=-0.126, Synergy_Loewe=-13.8, Synergy_HSA=-7.50. (2) Drug 1: C1=C(C(=O)NC(=O)N1)N(CCCl)CCCl. Drug 2: C1CC(=O)NC(=O)C1N2C(=O)C3=CC=CC=C3C2=O. Cell line: SNB-19. Synergy scores: CSS=25.1, Synergy_ZIP=-8.45, Synergy_Bliss=-3.82, Synergy_Loewe=-13.9, Synergy_HSA=-4.46. (3) Cell line: SW-620. Drug 2: CC(C)CN1C=NC2=C1C3=CC=CC=C3N=C2N. Synergy scores: CSS=7.99, Synergy_ZIP=-2.98, Synergy_Bliss=-1.34, Synergy_Loewe=-0.856, Synergy_HSA=-3.53. Drug 1: C1CNP(=O)(OC1)N(CCCl)CCCl. (4) Drug 1: CC1C(C(=O)NC(C(=O)N2CCCC2C(=O)N(CC(=O)N(C(C(=O)O1)C(C)C)C)C)C(C)C)NC(=O)C3=C4C(=C(C=C3)C)OC5=C(C(=O)C(=C(C5=N4)C(=O)NC6C(OC(=O)C(N(C(=O)CN(C(=O)C7CCCN7C(=O)C(NC6=O)C(C)C)C)C)C(C)C)C)N)C. Drug 2: C1C(C(OC1N2C=C(C(=O)NC2=O)F)CO)O. Cell line: SK-OV-3. Synergy scores: CSS=16.4, Synergy_ZIP=-4.12, Synergy_Bliss=1.53, Synergy_Loewe=1.66, Synergy_HSA=2.11. (5) Cell line: UO-31. Synergy scores: CSS=44.5, Synergy_ZIP=-0.483, Synergy_Bliss=-0.640, Synergy_Loewe=-8.22, Synergy_HSA=-0.947. Drug 2: N.N.Cl[Pt+2]Cl. Drug 1: CCN(CC)CCNC(=O)C1=C(NC(=C1C)C=C2C3=C(C=CC(=C3)F)NC2=O)C. (6) Drug 1: CN1CCC(CC1)COC2=C(C=C3C(=C2)N=CN=C3NC4=C(C=C(C=C4)Br)F)OC. Drug 2: CS(=O)(=O)C1=CC(=C(C=C1)C(=O)NC2=CC(=C(C=C2)Cl)C3=CC=CC=N3)Cl. Cell line: SF-268. Synergy scores: CSS=-3.39, Synergy_ZIP=3.20, Synergy_Bliss=3.90, Synergy_Loewe=-0.753, Synergy_HSA=-0.846. (7) Drug 1: COC1=C(C=C2C(=C1)N=CN=C2NC3=CC(=C(C=C3)F)Cl)OCCCN4CCOCC4. Drug 2: CC1=CC2C(CCC3(C2CCC3(C(=O)C)OC(=O)C)C)C4(C1=CC(=O)CC4)C. Cell line: HCT116. Synergy scores: CSS=5.77, Synergy_ZIP=1.31, Synergy_Bliss=3.05, Synergy_Loewe=-6.15, Synergy_HSA=4.39.